From a dataset of Forward reaction prediction with 1.9M reactions from USPTO patents (1976-2016). Predict the product of the given reaction. Given the reactants [CH3:1][C:2]1[CH:3]=[C:4]([CH:19]=[CH:20][C:21]=1[N+:22]([O-])=O)[CH2:5][N:6]1[C:10]([C:11]([F:14])([F:13])[F:12])=[CH:9][C:8]([C:15]([F:18])([F:17])[F:16])=[N:7]1.C([O-])(=O)C.[NH4+].CC(C)=O, predict the reaction product. The product is: [CH3:1][C:2]1[CH:3]=[C:4]([CH:19]=[CH:20][C:21]=1[NH2:22])[CH2:5][N:6]1[C:10]([C:11]([F:12])([F:13])[F:14])=[CH:9][C:8]([C:15]([F:18])([F:17])[F:16])=[N:7]1.